Dataset: Full USPTO retrosynthesis dataset with 1.9M reactions from patents (1976-2016). Task: Predict the reactants needed to synthesize the given product. (1) Given the product [Br:7][C:8]1[CH:9]=[CH:10][C:11]([NH:14][CH2:15][CH:16]([N:18]2[CH2:22][CH2:21][CH2:20][CH2:19]2)[CH3:17])=[N:12][CH:13]=1, predict the reactants needed to synthesize it. The reactants are: [H-].[Al+3].[Li+].[H-].[H-].[H-].[Br:7][C:8]1[CH:9]=[CH:10][C:11]([NH:14][C:15](=O)[CH:16]([N:18]2[CH2:22][CH2:21][CH2:20][CH2:19]2)[CH3:17])=[N:12][CH:13]=1.CCOC(C)=O.[OH-].[Na+]. (2) Given the product [CH3:9][O:8][C:4]1[CH:5]=[CH:6][CH:7]=[C:2]([O:1][CH2:30][C:29]2[CH:32]=[CH:33][C:26]([O:25][CH3:24])=[CH:27][CH:28]=2)[C:3]=1[C:10](=[O:12])[CH3:11], predict the reactants needed to synthesize it. The reactants are: [OH:1][C:2]1[CH:7]=[CH:6][CH:5]=[C:4]([O:8][CH3:9])[C:3]=1[C:10](=[O:12])[CH3:11].CN(C)C=O.C(=O)([O-])[O-].[K+].[K+].[CH3:24][O:25][C:26]1[CH:33]=[CH:32][C:29]([CH2:30]Cl)=[CH:28][CH:27]=1. (3) Given the product [Cl:23][C:20]1[C:21]([NH:34][CH2:33][C:30]2[CH:31]=[CH:32][C:27]([O:26][CH3:25])=[CH:28][CH:29]=2)=[C:16]([C:14]([N:11]2[CH2:12][CH2:13][CH:8]([C:5]3[CH:6]=[CH:7][C:2]([F:1])=[CH:3][CH:4]=3)[CH2:9][CH2:10]2)=[O:15])[CH:17]=[N:18][C:19]=1[Cl:24], predict the reactants needed to synthesize it. The reactants are: [F:1][C:2]1[CH:7]=[CH:6][C:5]([CH:8]2[CH2:13][CH2:12][N:11]([C:14]([C:16]3[CH:17]=[N:18][C:19]([Cl:24])=[C:20]([Cl:23])[C:21]=3Cl)=[O:15])[CH2:10][CH2:9]2)=[CH:4][CH:3]=1.[CH3:25][O:26][C:27]1[CH:32]=[CH:31][C:30]([CH2:33][NH2:34])=[CH:29][CH:28]=1. (4) Given the product [CH:1]1([NH:7][C:8]([NH:10][C:11]2[N:12]=[C:13]3[C:19]([C:20](=[O:25])[C:21]([CH3:23])([CH3:22])[CH3:24])=[CH:18][NH:17][C:14]3=[N:15][CH:16]=2)=[O:9])[CH2:2][CH2:3][CH2:4][CH2:5][CH2:6]1, predict the reactants needed to synthesize it. The reactants are: [CH:1]1([NH:7][C:8]([NH:10][C:11]2[N:12]=[C:13]3[C:19]([C:20](=[O:25])[C:21]([CH3:24])([CH3:23])[CH3:22])=[CH:18][N:17](COCC[Si](C)(C)C)[C:14]3=[N:15][CH:16]=2)=[O:9])[CH2:6][CH2:5][CH2:4][CH2:3][CH2:2]1.O.O.O.C([O-])(=O)C.[Na+]. (5) Given the product [CH3:24][CH:23]([S:25][C:8]1[N:7]2[N:18]=[CH:19][N:20]=[C:6]2[N:5]=[CH:4][CH:9]=1)[CH:22]([CH3:26])[CH3:21], predict the reactants needed to synthesize it. The reactants are: [F-].[K+].Cl[C:4]1[C:9](C2C(Cl)=CN=CN=2)=[C:8](Cl)[N:7]2[N:18]=[CH:19][N:20]=[C:6]2[N:5]=1.[CH3:21][CH:22]([CH3:26])[CH:23]([SH:25])[CH3:24].C(=O)([O-])[O-].[K+].[K+].